Dataset: CYP2C9 inhibition data for predicting drug metabolism from PubChem BioAssay. Task: Regression/Classification. Given a drug SMILES string, predict its absorption, distribution, metabolism, or excretion properties. Task type varies by dataset: regression for continuous measurements (e.g., permeability, clearance, half-life) or binary classification for categorical outcomes (e.g., BBB penetration, CYP inhibition). Dataset: cyp2c9_veith. (1) The compound is COCC(=O)N1CCC2(CC1)CCN(c1ccccn1)CC2. The result is 0 (non-inhibitor). (2) The compound is COCC(=O)N1CCC[C@@]2(CCN(Cc3ccccc3)C2)C1. The result is 0 (non-inhibitor). (3) The compound is C=CC[C@@H]1C=C[C@@H](O/N=C\[C@@H](NS(=O)(=O)c2ccc(C)cc2)[C@H](C)/C=C\CC(=O)OC)[C@@H](CO)O1. The result is 0 (non-inhibitor). (4) The molecule is CNc1nc(-c2ccoc2)nc2ccccc12. The result is 0 (non-inhibitor).